Task: Predict the reactants needed to synthesize the given product.. Dataset: Full USPTO retrosynthesis dataset with 1.9M reactions from patents (1976-2016) (1) Given the product [CH:47]([C:11]1[CH:10]=[CH:9][C:21]2[N:20]([C:22]3[CH:27]=[CH:26][C:25]([C:28]4[CH:29]=[CH:30][C:31]([N:34]5[C:46]6[CH:45]=[CH:44][C:43]([CH:6]=[O:7])=[CH:42][C:41]=6[C:40]6[C:35]5=[CH:36][CH:37]=[CH:38][CH:39]=6)=[CH:32][CH:33]=4)=[CH:24][CH:23]=3)[C:19]3[C:14]([C:13]=2[CH:12]=1)=[CH:15][CH:16]=[CH:17][CH:18]=3)=[O:49], predict the reactants needed to synthesize it. The reactants are: O(Cl)Cl.CN(C)[CH:6]=[O:7].[CH:9]1[C:21]2[N:20]([C:22]3[CH:27]=[CH:26][C:25]([C:28]4[CH:33]=[CH:32][C:31]([N:34]5[C:46]6[CH:45]=[CH:44][CH:43]=[CH:42][C:41]=6[C:40]6[C:35]5=[CH:36][CH:37]=[CH:38][CH:39]=6)=[CH:30][CH:29]=4)=[CH:24][CH:23]=3)[C:19]3[C:14](=[CH:15][CH:16]=[CH:17][CH:18]=3)[C:13]=2[CH:12]=[CH:11][CH:10]=1.[CH2:47]([OH:49])C.ClCCl. (2) Given the product [NH2:5][C@H:4]([C:3]([OH:16])=[O:2])[CH2:9][C:10]1[CH:15]=[CH:14][CH:13]=[CH:12][CH:11]=1, predict the reactants needed to synthesize it. The reactants are: C[O:2][C:3](=[O:16])[C@H:4]([CH2:9][C:10]1[CH:15]=[CH:14][CH:13]=[CH:12][CH:11]=1)[NH:5]C(=O)C. (3) Given the product [K:1].[OH:9][C:10]1[CH:15]=[C:14]([O:16][C:17]2[CH:18]=[CH:19][CH:20]=[CH:21][CH:22]=2)[CH:13]=[CH:12][C:11]=1[N:23]1[S:27](=[O:29])(=[O:28])[NH:26][C:25](=[O:30])[CH2:24]1, predict the reactants needed to synthesize it. The reactants are: [K:1].C([O:9][C:10]1[CH:15]=[C:14]([O:16][C:17]2[CH:22]=[CH:21][CH:20]=[CH:19][CH:18]=2)[CH:13]=[CH:12][C:11]=1[N:23]1[S:27](=[O:29])(=[O:28])[NH:26][C:25](=[O:30])[CH2:24]1)C1C=CC=CC=1. (4) The reactants are: ClC1C=C[C:5]([CH:8]2[NH:12][C:11]([C:13]3C=CC(OC)=[CH:15][C:14]=3OCC)=N[CH:9]2[CH:24]2CCCCC2)=CC=1.[Cl:30][C:31]1[CH:36]=[CH:35][C:34]([CH:37]2[N:41]([C:42]([N:44]3CCN(C)C[CH2:45]3)=[O:43])[C:40]([C:51]3[CH:56]=[CH:55][C:54]([O:57][CH3:58])=[CH:53][C:52]=3[O:59][CH2:60][CH3:61])=[N:39][CH:38]2[CH2:62][CH:63]2[CH2:67][CH2:66][CH2:65][CH2:64]2)=[CH:33][CH:32]=1. Given the product [Cl:30][C:31]1[CH:36]=[CH:35][C:34]([CH:37]2[N:41]([C:42]([N:44]3[CH2:24][CH2:9][CH:8]([N:12]4[CH2:15][CH2:14][CH2:13][CH2:11]4)[CH2:5][CH2:45]3)=[O:43])[C:40]([C:51]3[CH:56]=[CH:55][C:54]([O:57][CH3:58])=[CH:53][C:52]=3[O:59][CH2:60][CH3:61])=[N:39][CH:38]2[CH:62]2[CH2:63][CH2:64][CH2:65][CH2:66][CH2:67]2)=[CH:33][CH:32]=1, predict the reactants needed to synthesize it. (5) Given the product [C:10]([C:4]1[CH:3]=[C:2]([NH2:1])[N:6]([CH2:7][CH2:8][O:9][Si:18]([C:15]([CH3:17])([CH3:16])[CH3:14])([CH3:20])[CH3:19])[N:5]=1)([CH3:13])([CH3:12])[CH3:11], predict the reactants needed to synthesize it. The reactants are: [NH2:1][C:2]1[N:6]([CH2:7][CH2:8][OH:9])[N:5]=[C:4]([C:10]([CH3:13])([CH3:12])[CH3:11])[CH:3]=1.[CH3:14][C:15]([Si:18](Cl)([CH3:20])[CH3:19])([CH3:17])[CH3:16].N1C=CN=C1.C(OCC)(=O)C.